Dataset: Full USPTO retrosynthesis dataset with 1.9M reactions from patents (1976-2016). Task: Predict the reactants needed to synthesize the given product. (1) Given the product [CH:11]1[C:12]2[C:16]3[CH:17]=[CH:18][CH:19]=[CH:20][C:15]=3[S:14][C:13]=2[C:8]([C:4]2[CH:3]=[C:2]([N:27]3[C:28]4[C:29](=[CH:30][CH:31]=[C:32]5[C:33]6[CH:34]=[CH:35][CH:36]=[CH:37][C:38]=6[NH:39][C:40]5=4)[C:25]4[C:26]3=[CH:21][CH:22]=[CH:23][CH:24]=4)[CH:7]=[CH:6][CH:5]=2)=[CH:9][CH:10]=1, predict the reactants needed to synthesize it. The reactants are: Cl[C:2]1[CH:3]=[C:4]([C:8]2[C:13]3[S:14][C:15]4[CH:20]=[CH:19][CH:18]=[CH:17][C:16]=4[C:12]=3[CH:11]=[CH:10][CH:9]=2)[CH:5]=[CH:6][CH:7]=1.[CH:21]1[C:26]2[NH:27][C:28]3[C:29](=[CH:30][CH:31]=[C:32]4[C:40]=3[NH:39][C:38]3[C:33]4=[CH:34][CH:35]=[CH:36][CH:37]=3)[C:25]=2[CH:24]=[CH:23][CH:22]=1.CC(C)([O-])C.[Na+].C(P(C(C)(C)C)C(C)(C)C)(C)(C)C. (2) The reactants are: N[C:2]1[C:3]([CH3:15])=[C:4]([CH:8]=[CH:9][C:10]=1[S:11]([CH3:14])(=[O:13])=[O:12])[C:5]([OH:7])=[O:6].[OH-].[Na+].N([O-])=O.[Na+].Cl.C([O-])(=O)C.[Na+].CCOC([S-])=[S:32].[K+]. Given the product [SH:32][C:2]1[C:3]([CH3:15])=[C:4]([CH:8]=[CH:9][C:10]=1[S:11]([CH3:14])(=[O:13])=[O:12])[C:5]([OH:7])=[O:6], predict the reactants needed to synthesize it. (3) Given the product [CH3:1][O:2][C:3]([C:4]1[CH:5]=[C:6]([C:8]2[CH:9]=[N:10][N:11]([CH3:13])[CH:12]=2)[N:23]([C:20]2[N:19]=[N:18][C:17]([Cl:16])=[CH:22][CH:21]=2)[N:24]=1)=[O:15], predict the reactants needed to synthesize it. The reactants are: [CH3:1][O:2][C:3](=[O:15])[C:4](=O)[CH2:5][C:6]([C:8]1[CH:9]=[N:10][N:11]([CH3:13])[CH:12]=1)=O.[Cl:16][C:17]1[N:18]=[N:19][C:20]([NH:23][NH2:24])=[CH:21][CH:22]=1.C(O)(=O)C.C(=O)([O-])O.[Na+]. (4) Given the product [CH2:1]([N:8]([CH2:31][C:32]1[CH:33]=[CH:34][CH:35]=[CH:36][CH:37]=1)[C@@H:9]([CH2:24][C:25]1[CH:30]=[CH:29][CH:28]=[CH:27][CH:26]=1)[C:10]([C@H:12]1[CH2:16][CH2:15][CH2:14][N:13]1[C:17]([O:19][C:20]([CH3:22])([CH3:21])[CH3:23])=[O:18])=[O:11])[C:2]1[CH:3]=[CH:4][CH:5]=[CH:6][CH:7]=1, predict the reactants needed to synthesize it. The reactants are: [CH2:1]([N:8]([CH2:31][C:32]1[CH:37]=[CH:36][CH:35]=[CH:34][CH:33]=1)[C@@H:9]([CH2:24][C:25]1[CH:30]=[CH:29][CH:28]=[CH:27][CH:26]=1)[C@@H:10]([C@H:12]1[CH2:16][CH2:15][CH2:14][N:13]1[C:17]([O:19][C:20]([CH3:23])([CH3:22])[CH3:21])=[O:18])[OH:11])[C:2]1[CH:7]=[CH:6][CH:5]=[CH:4][CH:3]=1.CCN(CC)CC. (5) The reactants are: [CH3:1][O:2][C:3]1[CH:8]=[CH:7][C:6]([CH:9]2[CH2:13][C:12]3([CH2:18][CH2:17][CH2:16][CH2:15][CH2:14]3)[N:11]([CH2:19][C:20]([O:22]CC)=[O:21])[C:10]2=[O:25])=[CH:5][CH:4]=1.O.[OH-].[Na+]. Given the product [CH3:1][O:2][C:3]1[CH:4]=[CH:5][C:6]([CH:9]2[CH2:13][C:12]3([CH2:18][CH2:17][CH2:16][CH2:15][CH2:14]3)[N:11]([CH2:19][C:20]([OH:22])=[O:21])[C:10]2=[O:25])=[CH:7][CH:8]=1, predict the reactants needed to synthesize it. (6) The reactants are: CON(C)[C:4]([C:6]1[C:15](=[O:16])[C:14]2[C:9](=[CH:10][CH:11]=[CH:12][CH:13]=2)[N:8]([CH2:17][C:18]2[CH:23]=[CH:22][CH:21]=[C:20]([Cl:24])[CH:19]=2)[CH:7]=1)=[O:5].[CH2:26]([C:28]1[CH:33]=[CH:32][C:31](I)=[CH:30][N:29]=1)[CH3:27].C([Mg]Cl)(C)C. Given the product [Cl:24][C:20]1[CH:19]=[C:18]([CH:23]=[CH:22][CH:21]=1)[CH2:17][N:8]1[C:9]2[C:14](=[CH:13][CH:12]=[CH:11][CH:10]=2)[C:15](=[O:16])[C:6]([C:4]([C:31]2[CH:30]=[N:29][C:28]([CH2:26][CH3:27])=[CH:33][CH:32]=2)=[O:5])=[CH:7]1, predict the reactants needed to synthesize it.